This data is from Full USPTO retrosynthesis dataset with 1.9M reactions from patents (1976-2016). The task is: Predict the reactants needed to synthesize the given product. (1) Given the product [S:38](=[O:40])(=[O:39])([O:27][CH2:26][C@@H:18]1[C@@H:19]2[C@@H:20]([O:21][C:22]([CH3:25])([CH3:24])[O:23]2)[C@H:16]([N:11]2[CH:10]=[N:9][C:8]3[C:12]2=[N:13][CH:14]=[N:15][C:7]=3[CH2:6][C:5]2[CH:28]=[CH:29][C:2]([F:1])=[CH:3][CH:4]=2)[O:17]1)[NH2:41], predict the reactants needed to synthesize it. The reactants are: [F:1][C:2]1[CH:29]=[CH:28][C:5]([CH2:6][C:7]2[N:15]=[CH:14][N:13]=[C:12]3[C:8]=2[N:9]=[CH:10][N:11]3[C@H:16]2[C@@H:20]3[O:21][C:22]([CH3:25])([CH3:24])[O:23][C@@H:19]3[C@@H:18]([CH2:26][OH:27])[O:17]2)=[CH:4][CH:3]=1.C(N(CC)CC)C.Cl[S:38]([NH2:41])(=[O:40])=[O:39].C(#N)C. (2) Given the product [CH:30]([S:27]([C:24]1[CH:23]=[CH:22][C:21]([C:18]2[N:19]=[C:20]3[C:12]([N:6]4[CH2:5][C:4]5[C:8](=[CH:9][CH:10]=[C:2]([C:54]6[NH:53][N:52]=[CH:56][CH:55]=6)[CH:3]=5)[C:7]4=[O:11])=[CH:13][NH:14][C:15]3=[N:16][CH:17]=2)=[CH:26][CH:25]=1)(=[O:28])=[O:29])([CH3:31])[CH3:32], predict the reactants needed to synthesize it. The reactants are: Br[C:2]1[CH:3]=[C:4]2[C:8](=[CH:9][CH:10]=1)[C:7](=[O:11])[N:6]([C:12]1[C:20]3[C:15](=[N:16][CH:17]=[C:18]([C:21]4[CH:26]=[CH:25][C:24]([S:27]([CH:30]([CH3:32])[CH3:31])(=[O:29])=[O:28])=[CH:23][CH:22]=4)[N:19]=3)[N:14](C(C3C=CC=CC=3)(C3C=CC=CC=3)C3C=CC=CC=3)[CH:13]=1)[CH2:5]2.[NH:52]1[C:56](B(O)O)=[CH:55][CH:54]=[N:53]1.C([O-])([O-])=O.[Na+].[Na+].[SiH](CC)(CC)CC.C(O)(C(F)(F)F)=O. (3) Given the product [CH3:1][N:2]1[C:6]([C:7]([OH:9])=[O:8])=[CH:5][N:4]=[N:3]1, predict the reactants needed to synthesize it. The reactants are: [CH3:1][N:2]1[C:6]([C:7]([O:9]CC)=[O:8])=[CH:5][N:4]=[N:3]1.[OH-].[Na+]. (4) Given the product [Cl:8][CH2:7][CH:9]([OH:11])[CH2:10][N:1]1[CH2:6][CH2:5][O:4][CH2:3][CH2:2]1, predict the reactants needed to synthesize it. The reactants are: [NH:1]1[CH2:6][CH2:5][O:4][CH2:3][CH2:2]1.[CH2:7]([CH:9]1[O:11][CH2:10]1)[Cl:8]. (5) Given the product [CH:28]([OH:30])=[O:29].[F:33][C:2]([F:1])([F:34])[C:3]1[CH:4]=[C:5]([NH:13][C:14]2[C:23]3[C:18](=[CH:19][CH:20]=[CH:21][CH:22]=3)[C:17]([C:24]3[CH:32]=[CH:31][C:27]([C:28]([NH:68][CH2:69][CH2:70][N:71]4[CH2:76][CH2:75][O:74][CH2:73][CH2:72]4)=[O:29])=[CH:26][CH:25]=3)=[N:16][N:15]=2)[CH:6]=[C:7]([C:9]([F:11])([F:12])[F:10])[CH:8]=1, predict the reactants needed to synthesize it. The reactants are: [F:1][C:2]([F:34])([F:33])[C:3]1[CH:4]=[C:5]([NH:13][C:14]2[C:23]3[C:18](=[CH:19][CH:20]=[CH:21][CH:22]=3)[C:17]([C:24]3[CH:32]=[CH:31][C:27]([C:28]([OH:30])=[O:29])=[CH:26][CH:25]=3)=[N:16][N:15]=2)[CH:6]=[C:7]([C:9]([F:12])([F:11])[F:10])[CH:8]=1.F[P-](F)(F)(F)(F)F.N1(OC(N(C)C)=[N+](C)C)C2N=CC=CC=2N=N1.C(N(C(C)C)CC)(C)C.[NH2:68][CH2:69][CH2:70][N:71]1[CH2:76][CH2:75][O:74][CH2:73][CH2:72]1. (6) Given the product [Cl:24][C:21]1[CH:22]=[CH:23][C:18]([NH:17][S:14]([C:6]2[CH:7]=[CH:8][C:9]([O:12][CH3:13])=[C:10]3[C:5]=2[O:4][CH2:3][C@H:2]([NH:1][C:28](=[O:29])[O:27][CH2:25][CH3:26])[CH2:11]3)(=[O:16])=[O:15])=[CH:19][CH:20]=1, predict the reactants needed to synthesize it. The reactants are: [NH2:1][C@@H:2]1[CH2:11][C:10]2[C:5](=[C:6]([S:14]([NH:17][C:18]3[CH:23]=[CH:22][C:21]([Cl:24])=[CH:20][CH:19]=3)(=[O:16])=[O:15])[CH:7]=[CH:8][C:9]=2[O:12][CH3:13])[O:4][CH2:3]1.[CH2:25]([O:27][C:28](Cl)=[O:29])[CH3:26].N1C=CC=CC=1. (7) Given the product [Cl:8][C:6]1[CH:7]=[C:2]([NH:26][CH:23]2[CH2:25][CH2:24]2)[C:3]2[N:4]([CH:9]=[CH:10][N:11]=2)[N:5]=1, predict the reactants needed to synthesize it. The reactants are: Br[C:2]1[C:3]2[N:4]([CH:9]=[CH:10][N:11]=2)[N:5]=[C:6]([Cl:8])[CH:7]=1.CC1C=CC(S(O)(=O)=O)=CC=1.[CH:23]1([NH2:26])[CH2:25][CH2:24]1. (8) Given the product [Cl:18][C:17]1[C:16]([O:19][CH3:20])=[CH:15][C:14]([O:21][CH3:22])=[C:13]([Cl:23])[C:12]=1[C:7]1[CH:8]=[C:9]2[C:4](=[CH:5][CH:6]=1)[N:3]=[C:2]([NH:24][C@@H:25]1[CH2:29][O:28][CH2:27][C@@H:26]1[NH:30][C:31](=[O:37])[O:32][C:33]([CH3:35])([CH3:34])[CH3:36])[N:11]=[CH:10]2, predict the reactants needed to synthesize it. The reactants are: Cl[C:2]1[N:11]=[CH:10][C:9]2[C:4](=[CH:5][CH:6]=[C:7]([C:12]3[C:17]([Cl:18])=[C:16]([O:19][CH3:20])[CH:15]=[C:14]([O:21][CH3:22])[C:13]=3[Cl:23])[CH:8]=2)[N:3]=1.[NH2:24][C@@H:25]1[CH2:29][O:28][CH2:27][C@@H:26]1[NH:30][C:31](=[O:37])[O:32][C:33]([CH3:36])([CH3:35])[CH3:34].C(=O)(O)[O-].[Na+].